Dataset: Reaction yield outcomes from USPTO patents with 853,638 reactions. Task: Predict the reaction yield, written as a fraction of the theoretical maximum amount of product (1.0 means a 100% yield; for example, 0.34 means a 34% yield). The reactants are [Cl:1][CH2:2][CH2:3][CH2:4][C@H:5]1[C:18](=[O:19])[N:8]2[C@@H](C3C=CC=CC=3)[O:10][CH2:11][C@@H:7]2[CH2:6]1.C(O)=O.O. The catalyst is C1COCC1. The product is [Cl:1][CH2:2][CH2:3][CH2:4][C@@H:5]1[CH2:6][C@@H:7]([CH2:11][OH:10])[NH:8][C:18]1=[O:19]. The yield is 0.820.